From a dataset of Forward reaction prediction with 1.9M reactions from USPTO patents (1976-2016). Predict the product of the given reaction. Given the reactants [C:1]([O:5][C:6](=[O:23])[NH:7][C:8]1[C:12]([CH2:13][C:14]2[CH:19]=[CH:18][CH:17]=[C:16]([Cl:20])[C:15]=2[Cl:21])=[C:11]([OH:22])[NH:10][N:9]=1)([CH3:4])([CH3:3])[CH3:2].[C:24]1(P(C2C=CC=CC=2)C2C=CC=CC=2)C=CC=CC=1.CO.CC(OC(/N=N/C(OC(C)C)=O)=O)C, predict the reaction product. The product is: [C:1]([O:5][C:6](=[O:23])[NH:7][C:8]1[C:12]([CH2:13][C:14]2[CH:19]=[CH:18][CH:17]=[C:16]([Cl:20])[C:15]=2[Cl:21])=[C:11]([OH:22])[N:10]([CH3:24])[N:9]=1)([CH3:4])([CH3:2])[CH3:3].